Dataset: Forward reaction prediction with 1.9M reactions from USPTO patents (1976-2016). Task: Predict the product of the given reaction. (1) Given the reactants [CH3:1][O:2][CH:3]([O:12][CH3:13])[C:4]1[CH:5]=[CH:6][C:7]([CH:10]=O)=[N:8][CH:9]=1.C(OP([CH2:22][C:23]([O:25][C:26]([CH3:29])([CH3:28])[CH3:27])=[O:24])(OCC)=O)C.[H-].[Na+], predict the reaction product. The product is: [C:26]([O:25][C:23](=[O:24])[CH:22]=[CH:10][C:7]1[CH:6]=[CH:5][C:4]([CH:3]([O:12][CH3:13])[O:2][CH3:1])=[CH:9][N:8]=1)([CH3:29])([CH3:28])[CH3:27]. (2) Given the reactants [CH:1]1([CH2:4][N:5]([CH2:27][CH2:28][CH3:29])[C:6]([C:8]2[N:12]3[CH2:13][CH2:14][N:15]([C:16]4[C:21]([CH3:22])=[CH:20][C:19]([CH3:23])=[CH:18][C:17]=4[CH3:24])[C:11]3=[N:10][C:9]=2[CH2:25]C)=O)[CH2:3][CH2:2]1.[OH-].[Na+], predict the reaction product. The product is: [CH:1]1([CH2:4][N:5]([CH2:6][C:8]2[N:12]3[CH2:13][CH2:14][N:15]([C:16]4[C:21]([CH3:22])=[CH:20][C:19]([CH3:23])=[CH:18][C:17]=4[CH3:24])[C:11]3=[N:10][C:9]=2[CH3:25])[CH2:27][CH2:28][CH3:29])[CH2:3][CH2:2]1. (3) Given the reactants [OH:1][NH:2][C:3]([C:5]1[C:14]2[C:9](=[CH:10][CH:11]=[CH:12][CH:13]=2)[CH:8]=[CH:7][N:6]=1)=[NH:4].[Br:15][C:16]1[CH:24]=[C:20]([C:21](O)=O)[C:19]([OH:25])=[CH:18][CH:17]=1, predict the reaction product. The product is: [Br:15][C:16]1[CH:17]=[CH:18][C:19]([OH:25])=[C:20]([C:21]2[O:1][N:2]=[C:3]([C:5]3[C:14]4[C:9](=[CH:10][CH:11]=[CH:12][CH:13]=4)[CH:8]=[CH:7][N:6]=3)[N:4]=2)[CH:24]=1. (4) Given the reactants [C:1]1([OH:7])[CH:6]=[CH:5][CH:4]=[CH:3][CH:2]=1.[CH3:8][C:9]1(O)[CH2:13][CH2:12][CH2:11][CH2:10]1.OS(O)(=O)=O, predict the reaction product. The product is: [CH3:8][C:9]1([C:4]2[CH:5]=[CH:6][C:1]([OH:7])=[CH:2][CH:3]=2)[CH2:13][CH2:12][CH2:11][CH2:10]1. (5) Given the reactants Cl.Cl.[CH3:3][N:4]([CH2:6][C:7]1[CH:8]=[CH:9][C:10]([O:14][CH2:15][CH3:16])=[C:11]([CH:13]=1)[NH2:12])[CH3:5].[NH:17]([CH2:24][CH2:25][N:26]([CH2:45][C:46]([OH:48])=O)[C:27]([NH:29][C@H:30]([C@H:34]([C:36]1[C:44]2[C:39](=[CH:40][CH:41]=[CH:42][CH:43]=2)[NH:38][CH:37]=1)[CH3:35])[C:31](O)=[O:32])=[O:28])[C:18]1[CH:23]=[CH:22][CH:21]=[CH:20][CH:19]=1.CCN=C=NCCCN(C)C.C1C=CC2N(O)N=NC=2C=1.C(=O)([O-])O.[Na+], predict the reaction product. The product is: [CH3:5][N:4]([CH2:6][C:7]1[CH:8]=[CH:9][C:10]([O:14][CH2:15][CH3:16])=[C:11]([NH:12][C:31]([C@H:30]([NH:29][C:27]([N:26]2[CH2:25][CH2:24][N:17]([C:18]3[CH:23]=[CH:22][CH:21]=[CH:20][CH:19]=3)[C:46](=[O:48])[CH2:45]2)=[O:28])[C@H:34]([C:36]2[C:44]3[C:39](=[CH:40][CH:41]=[CH:42][CH:43]=3)[NH:38][CH:37]=2)[CH3:35])=[O:32])[CH:13]=1)[CH3:3].